This data is from Forward reaction prediction with 1.9M reactions from USPTO patents (1976-2016). The task is: Predict the product of the given reaction. (1) Given the reactants [C:1](#[N:3])C.Cl.[CH3:5][C:6]1[CH:7]=[C:8](CN)[C:9]([N+:15]([O-:17])=[O:16])=[C:10]([CH:14]=1)[C:11]([OH:13])=[O:12].[C:20](O[C:20]([O:22][C:23]([CH3:26])([CH3:25])[CH3:24])=[O:21])([O:22][C:23]([CH3:26])([CH3:25])[CH3:24])=[O:21], predict the reaction product. The product is: [C:23]([O:22][C:20]([N:3]([CH2:5][C:6]1[CH:7]=[CH:8][C:9]([N+:15]([O-:17])=[O:16])=[C:10]([CH:14]=1)[C:11]([OH:13])=[O:12])[CH3:1])=[O:21])([CH3:26])([CH3:25])[CH3:24]. (2) Given the reactants C1(C)C=CC(S(O)(=O)=O)=CC=1.[NH2:12][C:13]1[CH:18]=[CH:17][C:16]([C@@H:19]([CH3:28])[CH2:20][NH:21][S:22]([CH:25]([CH3:27])[CH3:26])(=[O:24])=[O:23])=[CH:15][CH:14]=1.C([O-])(O)=O.[Na+], predict the reaction product. The product is: [NH2:12][C:13]1[CH:14]=[CH:15][C:16]([C@@H:19]([CH3:28])[CH2:20][NH:21][S:22]([CH:25]([CH3:27])[CH3:26])(=[O:24])=[O:23])=[CH:17][CH:18]=1. (3) Given the reactants [Cl:1][C:2]1[C:3]([NH:26][C:27]2[CH:32]=[CH:31][C:30]([P:33]([CH3:36])([CH3:35])=[O:34])=[CH:29][C:28]=2[S:37]([CH:40]([CH3:42])[CH3:41])(=[O:39])=[O:38])=[N:4][C:5]([NH:8][C:9]2SC(N3CCN(C4C=CC=CN=4)CC3)=NN=2)=[N:6][CH:7]=1.C(N)[C:44]1[CH:49]=[CH:48][CH:47]=[CH:46][CH:45]=1, predict the reaction product. The product is: [CH2:9]([NH:8][C:5]1[N:4]=[C:3]([NH:26][C:27]2[CH:32]=[CH:31][C:30]([P:33]([CH3:35])([CH3:36])=[O:34])=[CH:29][C:28]=2[S:37]([CH:40]([CH3:42])[CH3:41])(=[O:38])=[O:39])[C:2]([Cl:1])=[CH:7][N:6]=1)[C:44]1[CH:49]=[CH:48][CH:47]=[CH:46][CH:45]=1.